Dataset: Merck oncology drug combination screen with 23,052 pairs across 39 cell lines. Task: Regression. Given two drug SMILES strings and cell line genomic features, predict the synergy score measuring deviation from expected non-interaction effect. Drug 1: N#Cc1ccc(Cn2cncc2CN2CCN(c3cccc(Cl)c3)C(=O)C2)cc1. Drug 2: COc1cc(C2c3cc4c(cc3C(OC3OC5COC(C)OC5C(O)C3O)C3COC(=O)C23)OCO4)cc(OC)c1O. Cell line: VCAP. Synergy scores: synergy=5.19.